The task is: Predict which catalyst facilitates the given reaction.. This data is from Catalyst prediction with 721,799 reactions and 888 catalyst types from USPTO. (1) The catalyst class is: 25. Product: [CH3:19][O:20][C:21](=[O:29])[C:22]1[CH:27]=[CH:26][CH:25]=[CH:24][C:23]=1[NH:28][C:9](=[O:11])[CH:8]([C:5]1[CH:6]=[CH:7][C:2]([OH:1])=[C:3]([O:13][CH3:14])[CH:4]=1)[CH3:12]. Reactant: [OH:1][C:2]1[CH:7]=[CH:6][C:5]([CH:8]([CH3:12])[C:9]([OH:11])=O)=[CH:4][C:3]=1[O:13][CH3:14].O=S(Cl)Cl.[CH3:19][O:20][C:21](=[O:29])[C:22]1[CH:27]=[CH:26][CH:25]=[CH:24][C:23]=1[NH2:28].CCCCCC. (2) Reactant: S(=O)(=O)(O)O.[C:6]([O:9][C:10]1[CH:15]=[CH:14][CH:13]=[C:12]([O:16]C)[C:11]=1[CH3:18])(=O)C. Product: [OH:16][C:12]1[CH:13]=[CH:14][CH:15]=[C:10]([O:9][CH3:6])[C:11]=1[CH3:18]. The catalyst class is: 97. (3) Reactant: Br[C:2]1[CH:3]=[CH:4][C:5]([CH3:10])=[C:6]([CH:9]=1)[CH:7]=[O:8].[CH2:11]([O:18][C:19]1[CH:24]=[CH:23][C:22](B(O)O)=[CH:21][CH:20]=1)[C:12]1[CH:17]=[CH:16][CH:15]=[CH:14][CH:13]=1.C([O-])([O-])=O.[Na+].[Na+]. Product: [CH2:11]([O:18][C:19]1[CH:24]=[CH:23][C:22]([C:2]2[CH:3]=[CH:4][C:5]([CH3:10])=[C:6]([CH:7]=[O:8])[CH:9]=2)=[CH:21][CH:20]=1)[C:12]1[CH:17]=[CH:16][CH:15]=[CH:14][CH:13]=1. The catalyst class is: 104.